This data is from Full USPTO retrosynthesis dataset with 1.9M reactions from patents (1976-2016). The task is: Predict the reactants needed to synthesize the given product. (1) The reactants are: Cl.[CH2:2]([N:9]1[CH2:13][CH:12]([CH2:14][CH2:15][CH2:16]Cl)[C:11](=[O:18])[CH2:10]1)[C:3]1[CH:8]=[CH:7][CH:6]=[CH:5][CH:4]=1.[C:19]([OH:27])(=[O:26])[C:20]1[CH:25]=[CH:24][CH:23]=[CH:22][CH:21]=1.C(=O)([O-])[O-].[K+].[K+].[I-].[K+]. Given the product [CH2:2]([N:9]1[CH2:13][CH:12]([CH2:14][CH2:15][CH2:16][O:27][C:19](=[O:26])[C:20]2[CH:25]=[CH:24][CH:23]=[CH:22][CH:21]=2)[C:11](=[O:18])[CH2:10]1)[C:3]1[CH:8]=[CH:7][CH:6]=[CH:5][CH:4]=1, predict the reactants needed to synthesize it. (2) Given the product [Cl:1][C:2]1[CH:9]=[C:8]([Cl:10])[CH:7]=[CH:6][C:3]=1[CH:4]=[CH:11][C:12](=[O:17])[C:13]([CH3:16])([CH3:15])[CH3:14], predict the reactants needed to synthesize it. The reactants are: [Cl:1][C:2]1[CH:9]=[C:8]([Cl:10])[CH:7]=[CH:6][C:3]=1[CH:4]=O.[CH3:11][C:12](=[O:17])[C:13]([CH3:16])([CH3:15])[CH3:14].[OH-].[Na+].